From a dataset of Forward reaction prediction with 1.9M reactions from USPTO patents (1976-2016). Predict the product of the given reaction. The product is: [N:1]1([C:7]2[O:11][C:10]([NH:12][C:13]([N:35]3[CH2:36][CH2:37][N:32]([C:30]4[S:29][N:28]=[C:27]([C:21]5[CH:26]=[CH:25][CH:24]=[CH:23][CH:22]=5)[N:31]=4)[CH2:33][CH2:34]3)=[O:20])=[N:9][N:8]=2)[CH2:2][CH2:3][O:4][CH2:5][CH2:6]1. Given the reactants [N:1]1([C:7]2[O:11][C:10]([NH:12][C:13](=[O:20])OCC(Cl)(Cl)Cl)=[N:9][N:8]=2)[CH2:6][CH2:5][O:4][CH2:3][CH2:2]1.[C:21]1([C:27]2[N:31]=[C:30]([N:32]3[CH2:37][CH2:36][NH:35][CH2:34][CH2:33]3)[S:29][N:28]=2)[CH:26]=[CH:25][CH:24]=[CH:23][CH:22]=1.C(N(C(C)C)CC)(C)C.O, predict the reaction product.